Dataset: Reaction yield outcomes from USPTO patents with 853,638 reactions. Task: Predict the reaction yield, written as a fraction of the theoretical maximum amount of product (1.0 means a 100% yield; for example, 0.34 means a 34% yield). (1) The reactants are [N:1]1[CH:6]=[CH:5][C:4]([C:7]2[N:11]3[CH2:12][CH2:13][CH2:14][CH:15]([C:16]([O:18][CH2:19][CH3:20])=[O:17])[C:10]3=[N:9][N:8]=2)=[CH:3][CH:2]=1.[H-].[Na+].Cl[CH:24]([C:26]1[N:30]=[C:29]([C:31]2[CH:36]=[CH:35][CH:34]=[C:33]([Cl:37])[CH:32]=2)[O:28][N:27]=1)[CH3:25].[NH4+].[Cl-]. The catalyst is CN(C=O)C. The product is [Cl:37][C:33]1[CH:32]=[C:31]([C:29]2[O:28][N:27]=[C:26]([CH:24]([C:15]3([C:16]([O:18][CH2:19][CH3:20])=[O:17])[CH2:14][CH2:13][CH2:12][N:11]4[C:7]([C:4]5[CH:5]=[CH:6][N:1]=[CH:2][CH:3]=5)=[N:8][N:9]=[C:10]34)[CH3:25])[N:30]=2)[CH:36]=[CH:35][CH:34]=1. The yield is 0.650. (2) The reactants are [F:1][C:2]1[CH:7]=[CH:6][CH:5]=[C:4]([F:8])[C:3]=1[N:9]1[C:14]2[N:15]=[C:16](S(C)=O)[N:17]=[C:18]([C:19]3[CH:20]=[C:21]([CH:28]=[CH:29][C:30]=3[CH3:31])[C:22]([NH:24][CH:25]([CH3:27])[CH3:26])=[O:23])[C:13]=2[CH2:12][NH:11][C:10]1=[O:35].[N:36]1([CH2:41][CH2:42][NH2:43])[CH2:40][CH2:39][CH2:38][CH2:37]1. The product is [F:1][C:2]1[CH:7]=[CH:6][CH:5]=[C:4]([F:8])[C:3]=1[N:9]1[C:14]2[N:15]=[C:16]([NH:43][CH2:42][CH2:41][N:36]3[CH2:40][CH2:39][CH2:38][CH2:37]3)[N:17]=[C:18]([C:19]3[CH:20]=[C:21]([CH:28]=[CH:29][C:30]=3[CH3:31])[C:22]([NH:24][CH:25]([CH3:27])[CH3:26])=[O:23])[C:13]=2[CH2:12][NH:11][C:10]1=[O:35]. The yield is 0.450. The catalyst is C(Cl)Cl. (3) The reactants are [CH2:1]([O:3][C:4]([N:6]=[C:7]=[S:8])=[O:5])[CH3:2].[Cl:9][C:10]1[N:15]=[C:14](Cl)[C:13]([NH2:17])=[CH:12][N:11]=1. The catalyst is CO. The product is [Cl:9][C:10]1[N:11]=[CH:12][C:13]2[N:17]=[C:7]([NH:6][C:4](=[O:5])[O:3][CH2:1][CH3:2])[S:8][C:14]=2[N:15]=1. The yield is 0.800. (4) The reactants are [CH3:1][O:2][C:3]1[CH:8]=[CH:7][C:6]([C@@H:9]([NH:12][CH2:13][CH2:14][C:15]2[CH:20]=[CH:19][C:18]([O:21][CH3:22])=[CH:17][CH:16]=2)[CH2:10][NH2:11])=[CH:5][CH:4]=1.[C:23](N1C=CN=C1)(N1C=CN=C1)=[O:24].Cl. The catalyst is C(OCC)(=O)C.[Cl-].[Na+].O. The product is [CH3:1][O:2][C:3]1[CH:8]=[CH:7][C:6]([C@H:9]2[N:12]([CH2:13][CH2:14][C:15]3[CH:16]=[CH:17][C:18]([O:21][CH3:22])=[CH:19][CH:20]=3)[C:23](=[O:24])[NH:11][CH2:10]2)=[CH:5][CH:4]=1. The yield is 0.960.